From a dataset of Peptide-MHC class I binding affinity with 185,985 pairs from IEDB/IMGT. Regression. Given a peptide amino acid sequence and an MHC pseudo amino acid sequence, predict their binding affinity value. This is MHC class I binding data. (1) The peptide sequence is WNVDPQEPFI. The MHC is H-2-Db with pseudo-sequence H-2-Db. The binding affinity (normalized) is 0.0310. (2) The peptide sequence is RPPGCTFPA. The MHC is HLA-A24:03 with pseudo-sequence HLA-A24:03. The binding affinity (normalized) is 0.0847. (3) The peptide sequence is RPPIFIRRL. The MHC is HLA-A33:01 with pseudo-sequence HLA-A33:01. The binding affinity (normalized) is 0.